From a dataset of Catalyst prediction with 721,799 reactions and 888 catalyst types from USPTO. Predict which catalyst facilitates the given reaction. Reactant: [CH3:1][C:2]1[N:7]=[C:6]([C:8](=[N:10][OH:11])[NH2:9])[CH:5]=[C:4]([C:12]2[CH:17]=[CH:16][CH:15]=[CH:14][CH:13]=2)[N:3]=1.[C:18](N1C=CN=C1)(N1C=CN=C1)=[O:19].N12CCCN=C1CCCCC2.Cl. Product: [CH3:1][C:2]1[N:7]=[C:6]([C:8]2[NH:10][O:11][C:18](=[O:19])[N:9]=2)[CH:5]=[C:4]([C:12]2[CH:17]=[CH:16][CH:15]=[CH:14][CH:13]=2)[N:3]=1. The catalyst class is: 132.